Task: Predict which catalyst facilitates the given reaction.. Dataset: Catalyst prediction with 721,799 reactions and 888 catalyst types from USPTO (1) The catalyst class is: 412. Product: [Br:1][C:2]1[CH:7]=[CH:6][C:5]([S:8][C:12]([CH3:21])([CH3:20])[C:13]([O:15][C:16]([CH3:19])([CH3:18])[CH3:17])=[O:14])=[CH:4][CH:3]=1. Reactant: [Br:1][C:2]1[CH:7]=[CH:6][C:5]([SH:8])=[CH:4][CH:3]=1.[OH-].[K+].Br[C:12]([CH3:21])([CH3:20])[C:13]([O:15][C:16]([CH3:19])([CH3:18])[CH3:17])=[O:14]. (2) Reactant: [CH2:1]([O:3][C:4]([C:6]1[C:7]([C:21]2[CH:26]=[CH:25][C:24]([F:27])=[CH:23][CH:22]=2)=[C:8]2[N:13]([CH:14]=1)[CH:12]=[C:11]([CH2:15]OS(C)(=O)=O)[CH:10]=[CH:9]2)=[O:5])[CH3:2].[N-:28]=[N+:29]=[N-:30].[Na+]. Product: [CH2:1]([O:3][C:4]([C:6]1[C:7]([C:21]2[CH:26]=[CH:25][C:24]([F:27])=[CH:23][CH:22]=2)=[C:8]2[N:13]([CH:14]=1)[CH:12]=[C:11]([CH2:15][N:28]=[N+:29]=[N-:30])[CH:10]=[CH:9]2)=[O:5])[CH3:2]. The catalyst class is: 3. (3) Reactant: [F:1][C:2]([F:16])([F:15])[C:3]1[CH:4]=[CH:5][C:6]([N:9]2[CH2:14][CH2:13][NH:12][CH2:11][CH2:10]2)=[N:7][CH:8]=1.Br[C@H:18]([CH3:22])[C:19]([OH:21])=[O:20]. Product: [F:16][C:2]([F:1])([F:15])[C:3]1[CH:4]=[CH:5][C:6]([N:9]2[CH2:10][CH2:11][N:12]([C@@H:18]([CH3:22])[C:19]([OH:21])=[O:20])[CH2:13][CH2:14]2)=[N:7][CH:8]=1. The catalyst class is: 2.